From a dataset of Peptide-MHC class II binding affinity with 134,281 pairs from IEDB. Regression. Given a peptide amino acid sequence and an MHC pseudo amino acid sequence, predict their binding affinity value. This is MHC class II binding data. (1) The peptide sequence is EKKYFAATQFAPLAA. The MHC is HLA-DPA10301-DPB10402 with pseudo-sequence HLA-DPA10301-DPB10402. The binding affinity (normalized) is 0.862. (2) The peptide sequence is NLTNLLSARKLDSSK. The MHC is DRB1_0901 with pseudo-sequence DRB1_0901. The binding affinity (normalized) is 0.565. (3) The peptide sequence is NTFTNLAVQLVRMMEGEGV. The MHC is DRB1_0401 with pseudo-sequence DRB1_0401. The binding affinity (normalized) is 0.146. (4) The peptide sequence is ALIAAFSIRPGLLIG. The MHC is DRB1_0701 with pseudo-sequence DRB1_0701. The binding affinity (normalized) is 0.898. (5) The MHC is DRB1_0701 with pseudo-sequence DRB1_0701. The peptide sequence is TTVLDFHPGAGKTRR. The binding affinity (normalized) is 0.274.